This data is from Full USPTO retrosynthesis dataset with 1.9M reactions from patents (1976-2016). The task is: Predict the reactants needed to synthesize the given product. (1) Given the product [CH2:32]([O:31][C:27]([CH:28]1[CH2:29][CH:11]([CH2:10][CH2:9][O:8][CH2:1][C:2]2[CH:7]=[CH:6][CH:5]=[CH:4][CH:3]=2)[CH:12]1[N:13]1[CH2:14][CH2:15][CH2:16][CH2:17][CH2:18]1)=[O:30])[CH3:33], predict the reactants needed to synthesize it. The reactants are: [CH2:1]([O:8][CH2:9][CH2:10]/[CH:11]=[CH:12]/[N:13]1[CH2:18][CH2:17][CH2:16][CH2:15][CH2:14]1)[C:2]1[CH:7]=[CH:6][CH:5]=[CH:4][CH:3]=1.C1(C=CC(O)=CC=1)O.[C:27]([O:31][CH2:32][CH3:33])(=[O:30])[CH:28]=[CH2:29]. (2) Given the product [CH3:23][C:18]1[CH:17]=[C:16]([CH:21]=[CH:20][C:19]=1[CH3:22])[O:15][C:5]([CH3:14])([CH2:6][C:7]1[CH:12]=[CH:11][C:10]([O:13][CH2:37][CH2:36][C:34]2[N:35]=[C:31]([C:25]3[CH:30]=[CH:29][CH:28]=[CH:27][CH:26]=3)[O:32][C:33]=2[CH3:49])=[CH:9][CH:8]=1)[C:4]([OH:3])=[O:24], predict the reactants needed to synthesize it. The reactants are: C([O:3][C:4](=[O:24])[C:5]([O:15][C:16]1[CH:21]=[CH:20][C:19]([CH3:22])=[C:18]([CH3:23])[CH:17]=1)([CH3:14])[CH2:6][C:7]1[CH:12]=[CH:11][C:10]([OH:13])=[CH:9][CH:8]=1)C.[C:25]1([C:31]2[O:32][C:33]([CH3:49])=[C:34]([CH2:36][CH2:37]OS(C3C=CC(C)=CC=3)(=O)=O)[N:35]=2)[CH:30]=[CH:29][CH:28]=[CH:27][CH:26]=1. (3) The reactants are: [O:1]([C:8]1[N:13]=[CH:12][C:11]([C:14]([OH:16])=O)=[CH:10][N:9]=1)[C:2]1[CH:7]=[CH:6][CH:5]=[CH:4][CH:3]=1.ON1C2C=CC=CC=2N=N1.Cl.CN(C)CCCN=C=NCC.C(N(CC)CC)C.[NH2:46][CH2:47][C:48]1[C:49]([OH:56])=[N:50][C:51]([CH3:55])=[CH:52][C:53]=1[CH3:54]. Given the product [OH:56][C:49]1[C:48]([CH2:47][NH:46][C:14]([C:11]2[CH:12]=[N:13][C:8]([O:1][C:2]3[CH:3]=[CH:4][CH:5]=[CH:6][CH:7]=3)=[N:9][CH:10]=2)=[O:16])=[C:53]([CH3:54])[CH:52]=[C:51]([CH3:55])[N:50]=1, predict the reactants needed to synthesize it. (4) Given the product [NH2:23][C:4]1[CH:5]=[C:6]([CH:21]=[CH:22][C:3]=1[NH:2][CH3:1])[O:7][C:8]1[CH:13]=[CH:12][N:11]=[C:10]([C:14]([O:16][C:17]([CH3:20])([CH3:19])[CH3:18])=[O:15])[CH:9]=1, predict the reactants needed to synthesize it. The reactants are: [CH3:1][NH:2][C:3]1[CH:22]=[CH:21][C:6]([O:7][C:8]2[CH:13]=[CH:12][N:11]=[C:10]([C:14]([O:16][C:17]([CH3:20])([CH3:19])[CH3:18])=[O:15])[CH:9]=2)=[CH:5][C:4]=1[N+:23]([O-])=O. (5) Given the product [Cl:1][C:2]1[CH:7]=[C:6]([F:8])[CH:5]=[CH:4][C:3]=1[CH2:9][NH:10][C:11]([CH:13]1[CH2:17][N:16]([C:21]2[CH:22]=[N:23][CH:24]=[CH:25][CH:26]=2)[C:15](=[O:18])[N:14]1[CH3:19])=[O:12], predict the reactants needed to synthesize it. The reactants are: [Cl:1][C:2]1[CH:7]=[C:6]([F:8])[CH:5]=[CH:4][C:3]=1[CH2:9][NH:10][C:11]([CH:13]1[CH2:17][NH:16][C:15](=[O:18])[N:14]1[CH3:19])=[O:12].Br[C:21]1[CH:22]=[N:23][CH:24]=[CH:25][CH:26]=1.C(=O)([O-])[O-].[Cs+].[Cs+].CC1(C)C2C(=C(P(C3C=CC=CC=3)C3C=CC=CC=3)C=CC=2)OC2C(P(C3C=CC=CC=3)C3C=CC=CC=3)=CC=CC1=2. (6) Given the product [Cl:2][CH2:3][C:4]1([C:8]([O:10][CH2:11][CH3:12])=[O:9])[CH2:7][N:6]([C:19]([CH:16]2[CH2:17][CH2:18][O:13][CH2:14][CH2:15]2)=[O:20])[CH2:5]1, predict the reactants needed to synthesize it. The reactants are: Cl.[Cl:2][CH2:3][C:4]1([C:8]([O:10][CH2:11][CH3:12])=[O:9])[CH2:7][NH:6][CH2:5]1.[O:13]1[CH2:18][CH2:17][CH:16]([C:19](O)=[O:20])[CH2:15][CH2:14]1. (7) Given the product [C:11]([N:6]1[CH2:7][C:2]([CH3:9])([CH3:1])[NH:3][C:4](=[O:38])[C:5]1=[O:8])([CH3:13])([CH3:12])[CH3:10], predict the reactants needed to synthesize it. The reactants are: [CH3:1][C:2]1([CH3:9])[CH2:7][NH:6][C:5](=[O:8])[CH2:4][NH:3]1.[CH3:10][C:11](OC(OC(O[C:11]([CH3:13])([CH3:12])[CH3:10])=O)=O)([CH3:13])[CH3:12].CCN(C(C)C)C(C)C.CN(C=[O:38])C. (8) Given the product [ClH:22].[NH:18]1[CH:17]=[C:16]([C:15]2[C:14]3[C:9](=[CH:10][CH:11]=[CH:12][CH:13]=3)[C:8](=[O:21])[O:7][C:6]=2[CH:4]([NH:3][C:23]2[C:24]3[S:31][CH:30]=[CH:29][C:25]=3[N:26]=[CH:27][N:28]=2)[CH3:5])[CH:20]=[N:19]1, predict the reactants needed to synthesize it. The reactants are: Cl.Cl.[NH2:3][CH:4]([C:6]1[O:7][C:8](=[O:21])[C:9]2[C:14]([C:15]=1[C:16]1[CH:17]=[N:18][NH:19][CH:20]=1)=[CH:13][CH:12]=[CH:11][CH:10]=2)[CH3:5].[Cl:22][C:23]1[C:24]2[S:31][CH:30]=[CH:29][C:25]=2[N:26]=[CH:27][N:28]=1. (9) Given the product [N:39]1([C:28]([C:26]2[N:27]=[C:23]([N:20]3[CH2:21][CH2:22][N:17]([C:15]([O:14][C:10]([CH3:11])([CH3:12])[CH3:13])=[O:16])[CH2:18][CH:19]3[CH2:31][O:32][C:33]3[CH:34]=[N:35][CH:36]=[CH:37][CH:38]=3)[S:24][CH:25]=2)=[O:30])[CH2:44][CH2:43][O:42][CH2:41][CH2:40]1, predict the reactants needed to synthesize it. The reactants are: C(N=C=NC(C)C)(C)C.[C:10]([O:14][C:15]([N:17]1[CH2:22][CH2:21][N:20]([C:23]2[S:24][CH:25]=[C:26]([C:28]([OH:30])=O)[N:27]=2)[CH:19]([CH2:31][O:32][C:33]2[CH:34]=[N:35][CH:36]=[CH:37][CH:38]=2)[CH2:18]1)=[O:16])([CH3:13])([CH3:12])[CH3:11].[NH:39]1[CH2:44][CH2:43][O:42][CH2:41][CH2:40]1.C(N(C(C)C)CC)(C)C.ON1C2C=CC=CC=2N=N1.CN(C(ON1N=NC2C=CC=CC1=2)=[N+](C)C)C.[B-](F)(F)(F)F. (10) Given the product [Cl:29][C:12]1[CH:11]=[C:10]([N:9]2[C:4](=[O:3])[NH:5][C:6](=[O:32])[C:7]([C:30]#[N:31])=[N:8]2)[CH:15]=[C:14]([Cl:16])[C:13]=1[CH2:17][C:18]1[CH:23]=[C:22]([CH:24]([CH3:26])[CH3:25])[C:21](=[O:27])[N:20]([CH3:28])[N:19]=1, predict the reactants needed to synthesize it. The reactants are: C([O:3][C:4](=O)[NH:5][C:6](=[O:32])[C:7]([C:30]#[N:31])=[N:8][NH:9][C:10]1[CH:15]=[C:14]([Cl:16])[C:13]([CH2:17][C:18]2[CH:23]=[C:22]([CH:24]([CH3:26])[CH3:25])[C:21](=[O:27])[N:20]([CH3:28])[N:19]=2)=[C:12]([Cl:29])[CH:11]=1)C.C([O-])(=O)C.[Na+].